Dataset: Forward reaction prediction with 1.9M reactions from USPTO patents (1976-2016). Task: Predict the product of the given reaction. Given the reactants C(O)(C(F)(F)F)=O.C(OC(=O)[NH:14][C@H:15]([C:17]1[N:21]([CH:22]2[CH2:24][CH2:23]2)[C:20]2[C:25]([Br:30])=[C:26]([F:29])[CH:27]=[CH:28][C:19]=2[N:18]=1)[CH3:16])(C)(C)C, predict the reaction product. The product is: [Br:30][C:25]1[C:20]2[N:21]([CH:22]3[CH2:23][CH2:24]3)[C:17]([C@@H:15]([NH2:14])[CH3:16])=[N:18][C:19]=2[CH:28]=[CH:27][C:26]=1[F:29].